From a dataset of NCI-60 drug combinations with 297,098 pairs across 59 cell lines. Regression. Given two drug SMILES strings and cell line genomic features, predict the synergy score measuring deviation from expected non-interaction effect. (1) Drug 1: CCC1=CC2CC(C3=C(CN(C2)C1)C4=CC=CC=C4N3)(C5=C(C=C6C(=C5)C78CCN9C7C(C=CC9)(C(C(C8N6C)(C(=O)OC)O)OC(=O)C)CC)OC)C(=O)OC.C(C(C(=O)O)O)(C(=O)O)O. Drug 2: CC1=C(C=C(C=C1)NC(=O)C2=CC=C(C=C2)CN3CCN(CC3)C)NC4=NC=CC(=N4)C5=CN=CC=C5. Cell line: UACC-257. Synergy scores: CSS=30.3, Synergy_ZIP=-1.17, Synergy_Bliss=2.44, Synergy_Loewe=-15.7, Synergy_HSA=1.89. (2) Drug 1: CC(C1=C(C=CC(=C1Cl)F)Cl)OC2=C(N=CC(=C2)C3=CN(N=C3)C4CCNCC4)N. Drug 2: C1CN(P(=O)(OC1)NCCCl)CCCl. Cell line: MDA-MB-435. Synergy scores: CSS=7.39, Synergy_ZIP=-3.46, Synergy_Bliss=-5.60, Synergy_Loewe=-25.5, Synergy_HSA=-9.21. (3) Drug 1: C1=C(C(=O)NC(=O)N1)N(CCCl)CCCl. Drug 2: CC(C1=C(C=CC(=C1Cl)F)Cl)OC2=C(N=CC(=C2)C3=CN(N=C3)C4CCNCC4)N. Cell line: MOLT-4. Synergy scores: CSS=66.6, Synergy_ZIP=2.80, Synergy_Bliss=1.58, Synergy_Loewe=-0.632, Synergy_HSA=2.06.